The task is: Predict the reaction yield, written as a fraction of the theoretical maximum amount of product (1.0 means a 100% yield; for example, 0.34 means a 34% yield).. This data is from Reaction yield outcomes from USPTO patents with 853,638 reactions. (1) The reactants are O[CH2:2][CH2:3][CH2:4][CH2:5][CH2:6][N:7]([CH:16]([CH3:18])[CH3:17])[C:8](=[O:15])[CH2:9][CH2:10][CH2:11][CH2:12][CH2:13][CH3:14].[Br-:19]. No catalyst specified. The product is [Br:19][CH2:2][CH2:3][CH2:4][CH2:5][CH2:6][N:7]([CH:16]([CH3:18])[CH3:17])[C:8](=[O:15])[CH2:9][CH2:10][CH2:11][CH2:12][CH2:13][CH3:14]. The yield is 0.820. (2) The reactants are [F:1][C:2]1[CH:3]=[C:4]([CH:10]=[CH:11][CH:12]=1)/[CH:5]=[CH:6]/[C:7]([OH:9])=[O:8].[C:13](OC(O[C:13]([CH3:16])([CH3:15])[CH3:14])N(C)C)([CH3:16])([CH3:15])[CH3:14]. The catalyst is C1(C)C=CC=CC=1. The product is [C:13]([O:8][C:7](=[O:9])/[CH:6]=[CH:5]/[C:4]1[CH:10]=[CH:11][CH:12]=[C:2]([F:1])[CH:3]=1)([CH3:16])([CH3:15])[CH3:14]. The yield is 0.640.